Predict the reaction yield, written as a fraction of the theoretical maximum amount of product (1.0 means a 100% yield; for example, 0.34 means a 34% yield). From a dataset of Reaction yield outcomes from USPTO patents with 853,638 reactions. The reactants are [NH2:1][C:2]([CH3:7])([CH3:6])[C:3]([OH:5])=[O:4].[OH-].[Na+].O.[Br:11][CH:12]([CH3:16])[C:13](Br)=[O:14]. The catalyst is C(Cl)(Cl)Cl. The product is [Br:11][CH:12]([CH3:16])[C:13]([NH:1][C:2]([CH3:7])([CH3:6])[C:3]([OH:5])=[O:4])=[O:14]. The yield is 0.700.